This data is from Forward reaction prediction with 1.9M reactions from USPTO patents (1976-2016). The task is: Predict the product of the given reaction. (1) Given the reactants [Cl:1][C:2]1[CH:3]=[C:4]([C:8]2[C:13]3[N:14]([CH2:22][C@H:23]4[CH2:28][CH2:27][C@H:26]([CH3:29])[CH2:25][CH2:24]4)[C:15]([C:17]([CH:19]([CH3:21])[CH3:20])=[CH2:18])=[N:16][C:12]=3[CH:11]=[C:10]([C:30]3[NH:34][C:33](=[O:35])[O:32][N:31]=3)[N:9]=2)[CH:5]=[N:6][CH:7]=1.[CH3:36][S:37]([O-:39])=[O:38].[Na+].C(O)(=O)C, predict the reaction product. The product is: [Cl:1][C:2]1[CH:3]=[C:4]([C:8]2[C:13]3[N:14]([CH2:22][C@H:23]4[CH2:28][CH2:27][C@H:26]([CH3:29])[CH2:25][CH2:24]4)[C:15]([CH:17]([CH2:18][S:37]([CH3:36])(=[O:39])=[O:38])[CH:19]([CH3:20])[CH3:21])=[N:16][C:12]=3[CH:11]=[C:10]([C:30]3[NH:34][C:33](=[O:35])[O:32][N:31]=3)[N:9]=2)[CH:5]=[N:6][CH:7]=1. (2) Given the reactants [Li]CCCC.[S:6]1[CH2:11][CH2:10][CH2:9][S:8][CH2:7]1.[C:12]1([CH:18]=[CH:19][C:20]([C:22]2[CH:27]=[CH:26][CH:25]=[CH:24][CH:23]=2)=[O:21])[CH:17]=[CH:16][CH:15]=[CH:14][CH:13]=1, predict the reaction product. The product is: [S:6]1[CH2:11][CH2:10][CH2:9][S:8][CH:7]1[CH:18]([C:12]1[CH:17]=[CH:16][CH:15]=[CH:14][CH:13]=1)[CH2:19][C:20]([C:22]1[CH:27]=[CH:26][CH:25]=[CH:24][CH:23]=1)=[O:21].